From a dataset of Peptide-MHC class II binding affinity with 134,281 pairs from IEDB. Regression. Given a peptide amino acid sequence and an MHC pseudo amino acid sequence, predict their binding affinity value. This is MHC class II binding data. (1) The peptide sequence is HGVAKNPVVDGNPTV. The MHC is HLA-DQA10501-DQB10302 with pseudo-sequence HLA-DQA10501-DQB10302. The binding affinity (normalized) is 0.196. (2) The peptide sequence is EKKYFCATQFEPLAA. The MHC is HLA-DQA10101-DQB10501 with pseudo-sequence HLA-DQA10101-DQB10501. The binding affinity (normalized) is 0.430.